This data is from Catalyst prediction with 721,799 reactions and 888 catalyst types from USPTO. The task is: Predict which catalyst facilitates the given reaction. (1) Reactant: [CH3:1][OH:2].[H-].[Na+].Br[C:6]1[CH:31]=[N:30][C:9]2[N:10]=[C:11]([N:17]3[CH2:20][CH:19]([N:21]([CH3:29])[C:22](=[O:28])[O:23][C:24]([CH3:27])([CH3:26])[CH3:25])[CH2:18]3)[C:12]3[N:13]([CH:14]=[N:15][N:16]=3)[C:8]=2[CH:7]=1. Product: [CH3:1][O:2][C:6]1[CH:31]=[N:30][C:9]2[N:10]=[C:11]([N:17]3[CH2:20][CH:19]([N:21]([CH3:29])[C:22](=[O:28])[O:23][C:24]([CH3:27])([CH3:26])[CH3:25])[CH2:18]3)[C:12]3[N:13]([CH:14]=[N:15][N:16]=3)[C:8]=2[CH:7]=1. The catalyst class is: 122. (2) Reactant: [CH3:1][C:2]([CH3:24])([CH3:23])[C@H:3]([NH:8][C:9](=[O:22])[C@H:10]([CH:15](C(O)=O)[C:16]([OH:18])=[O:17])[CH2:11][CH:12]([CH3:14])[CH3:13])[C:4]([NH:6][CH3:7])=[O:5]. Product: [CH3:1][C:2]([CH3:23])([CH3:24])[C@H:3]([NH:8][C:9]([C@@H:10]([CH2:11][CH:12]([CH3:13])[CH3:14])[CH2:15][C:16]([OH:18])=[O:17])=[O:22])[C:4]([NH:6][CH3:7])=[O:5]. The catalyst class is: 8. (3) Reactant: [C:1]([N:8]1[CH2:13][CH2:12][CH:11](O)[CH2:10][CH2:9]1)([O:3][C:4]([CH3:7])([CH3:6])[CH3:5])=[O:2].C1(P(C2C=CC=CC=2)C2C=CC=CC=2)C=CC=CC=1.ClC1C=C(O)C=CC=1Cl.N(C(OCC)=O)=NC(OCC)=O. Product: [C:1]([N:8]1[CH2:9][CH2:10][CH2:11][CH2:12][CH2:13]1)([O:3][C:4]([CH3:7])([CH3:6])[CH3:5])=[O:2]. The catalyst class is: 11. (4) Reactant: O.[NH2:2]N.[F:4][C:5]([F:15])([C:11]([F:14])([F:13])[F:12])[C:6](OCC)=O.C(O)(=O)C.[CH:20]([NH2:22])=[NH:21]. Product: [F:4][C:5]([F:15])([C:6]1[N:22]=[CH:20][NH:21][N:2]=1)[C:11]([F:14])([F:13])[F:12]. The catalyst class is: 8.